This data is from Forward reaction prediction with 1.9M reactions from USPTO patents (1976-2016). The task is: Predict the product of the given reaction. Given the reactants [NH2:1][C:2]1[C:7]([NH2:8])=[C:6]([O:9][C:10]2[CH:15]=[CH:14][C:13]([NH:16]C(=O)OC(C)(C)C)=[C:12]([F:24])[CH:11]=2)[CH:5]=[CH:4][N:3]=1.[C:25](OCC)(=[O:31])[C:26](OCC)=[O:27], predict the reaction product. The product is: [NH2:16][C:13]1[CH:14]=[CH:15][C:10]([O:9][C:6]2[C:7]3[NH:8][C:25](=[O:31])[C:26](=[O:27])[NH:1][C:2]=3[N:3]=[CH:4][CH:5]=2)=[CH:11][C:12]=1[F:24].